From a dataset of Cav3 T-type calcium channel HTS with 100,875 compounds. Binary Classification. Given a drug SMILES string, predict its activity (active/inactive) in a high-throughput screening assay against a specified biological target. (1) The drug is S(CC(=O)N1CCOCC1)Cc1ccc(cc1)C. The result is 0 (inactive). (2) The compound is O1CCN(CC1)c1c(OCC)cc(NC(=O)COc2ncnc3c2cccc3)c(OCC)c1. The result is 0 (inactive). (3) The compound is O=C(NC1CCC(CC1)C)CC(Cc1[nH]c2c(c(=O)n1)cccc2)(C)C. The result is 0 (inactive). (4) The molecule is O1C(CCC1)CNc1nc2CC(CC(=O)c2cn1)c1occc1. The result is 0 (inactive). (5) The drug is N1(C(c2n(nnn2)C2CCCC2)CC)CCN(CC1)c1ccccc1. The result is 0 (inactive). (6) The drug is s1c2c(CCCC2)c(c1NC(=O)c1sccc1)C(=O)NCC1OCCC1. The result is 0 (inactive). (7) The molecule is Clc1cc(c2nc(sc2)n2nc(cc2C)C)ccc1Cl. The result is 0 (inactive).